This data is from Reaction yield outcomes from USPTO patents with 853,638 reactions. The task is: Predict the reaction yield, written as a fraction of the theoretical maximum amount of product (1.0 means a 100% yield; for example, 0.34 means a 34% yield). (1) The reactants are [Li+].[OH-].C[O:4][C:5](=[O:34])/[CH:6]=[C:7](\[C:30]([F:33])([F:32])[F:31])/[CH:8]=[CH:9]/[CH:10]=[C:11](\[C:13]1[CH:18]=[C:17]([CH:19]([CH3:21])[CH3:20])[CH:16]=[C:15]([CH:22]([CH3:24])[CH3:23])[C:14]=1[O:25][CH2:26][CH2:27][CH2:28][CH3:29])/[CH3:12]. The catalyst is CO. The product is [CH2:26]([O:25][C:14]1[C:15]([CH:22]([CH3:24])[CH3:23])=[CH:16][C:17]([CH:19]([CH3:20])[CH3:21])=[CH:18][C:13]=1/[C:11](/[CH3:12])=[CH:10]\[CH:9]=[CH:8]\[C:7](\[C:30]([F:31])([F:32])[F:33])=[CH:6]\[C:5]([OH:34])=[O:4])[CH2:27][CH2:28][CH3:29]. The yield is 0.720. (2) The reactants are [O:1]([C:8]1[N:13]=[CH:12][N:11]=[C:10]([NH2:14])[CH:9]=1)[C:2]1[CH:7]=[CH:6][CH:5]=[CH:4][CH:3]=1.[C:15](N1C=CC=CC1=O)(N1C=CC=CC1=O)=[S:16]. The catalyst is C(Cl)Cl. The product is [N:14]([C:10]1[CH:9]=[C:8]([O:1][C:2]2[CH:3]=[CH:4][CH:5]=[CH:6][CH:7]=2)[N:13]=[CH:12][N:11]=1)=[C:15]=[S:16]. The yield is 0.850. (3) The reactants are [CH2:1]([C@@:8]12[CH2:18][CH2:17][C@@:16]([CH2:20][CH3:21])([OH:19])[CH2:15][C@@H:14]1[CH:13](O)[O:12][CH2:11][C:10]1[CH:23]=[C:24]([C:27]([NH:29][C:30]3[C:31]([CH3:36])=[N:32][CH:33]=[CH:34][CH:35]=3)=[O:28])[CH:25]=[CH:26][C:9]2=1)[C:2]1[CH:7]=[CH:6][CH:5]=[CH:4][CH:3]=1.C([SiH](CC)CC)C.C([O-])(O)=O.[Na+]. The catalyst is C(Cl)Cl. The product is [CH2:1]([C@@:8]12[CH2:18][CH2:17][C@@:16]([CH2:20][CH3:21])([OH:19])[CH2:15][C@@H:14]1[CH2:13][O:12][CH2:11][C:10]1[CH:23]=[C:24]([C:27]([NH:29][C:30]3[C:31]([CH3:36])=[N:32][CH:33]=[CH:34][CH:35]=3)=[O:28])[CH:25]=[CH:26][C:9]2=1)[C:2]1[CH:7]=[CH:6][CH:5]=[CH:4][CH:3]=1. The yield is 0.560. (4) The reactants are [Cl-].ClC=[N+](C)C.[CH2:7]([O:9][C:10]([C:12]1[NH:13]C=[C:15]([CH3:17])[CH:16]=1)=[O:11])[CH3:8].[OH-:18].[Na+].Cl[CH2:21][CH2:22]Cl. No catalyst specified. The product is [CH2:7]([O:9][C:10]([C:12]1[NH:13][C:21]([CH:22]=[O:18])=[C:15]([CH3:17])[CH:16]=1)=[O:11])[CH3:8]. The yield is 0.990. (5) The reactants are [CH3:1][O:2][C:3]1[CH:28]=[CH:27][C:6]([CH2:7][N:8]2[C:16](=O)[C:15]3[C:10](=[CH:11][CH:12]=[CH:13][C:14]=3[O:18][CH2:19][CH2:20][O:21][CH2:22][CH2:23][O:24][CH3:25])[C:9]2=O)=[CH:5][CH:4]=1.[H-].[Al+3].[Li+].[H-].[H-].[H-].C1COCC1. No catalyst specified. The product is [CH3:1][O:2][C:3]1[CH:4]=[CH:5][C:6]([CH2:7][N:8]2[CH2:16][C:15]3[C:10](=[CH:11][CH:12]=[CH:13][C:14]=3[O:18][CH2:19][CH2:20][O:21][CH2:22][CH2:23][O:24][CH3:25])[CH2:9]2)=[CH:27][CH:28]=1. The yield is 0.970. (6) The yield is 0.900. The reactants are [NH:1]1[C:5]2[CH:6]=[CH:7][CH:8]=[CH:9][C:4]=2[N:3]=[C:2]1[C:10]([N:12]1[CH2:15][CH:14]([C:16]2[C:21]([Cl:22])=[N:20][CH:19]=[CH:18][N:17]=2)[CH2:13]1)=[O:11].[H-].[Na+].[F:25][C:26]([F:30])([F:29])[CH2:27]I. The catalyst is CN(C=O)C. The product is [Cl:22][C:21]1[C:16]([CH:14]2[CH2:13][N:12]([C:10]([C:2]3[N:3]([CH2:27][C:26]([F:30])([F:29])[F:25])[C:4]4[CH:9]=[CH:8][CH:7]=[CH:6][C:5]=4[N:1]=3)=[O:11])[CH2:15]2)=[N:17][CH:18]=[CH:19][N:20]=1. (7) The reactants are [CH2:1]([O:5][C:6]1[CH:10]=[C:9](/[CH:11]=[CH:12]/[C:13]([O:15]CC)=[O:14])[N:8]([CH2:18][C:19]2[CH:24]=[CH:23][C:22]([C:25]([F:28])([F:27])[F:26])=[CH:21][C:20]=2[Cl:29])[N:7]=1)[CH2:2][CH2:3][CH3:4].[OH-].[Na+].O1CCCC1. The catalyst is C(O)C. The product is [CH2:1]([O:5][C:6]1[CH:10]=[C:9](/[CH:11]=[CH:12]/[C:13]([OH:15])=[O:14])[N:8]([CH2:18][C:19]2[CH:24]=[CH:23][C:22]([C:25]([F:28])([F:27])[F:26])=[CH:21][C:20]=2[Cl:29])[N:7]=1)[CH2:2][CH2:3][CH3:4]. The yield is 0.420.